From a dataset of Forward reaction prediction with 1.9M reactions from USPTO patents (1976-2016). Predict the product of the given reaction. (1) Given the reactants [C:1]([O:6][CH:7]([O:9][C:10]([O:12][CH:13]1[CH2:18][C:17](=[O:19])[NH:16][C:14]1=[O:15])=[O:11])[CH3:8])(=[O:5])[CH:2]([CH3:4])[CH3:3].[C:20](=O)(SC)OC(OC(=O)C(C)(C)C)C, predict the reaction product. The product is: [C:1]([O:6][CH:7]([O:9][C:10]([O:12][CH:13]1[CH2:18][C:17](=[O:19])[NH:16][C:14]1=[O:15])=[O:11])[CH3:8])(=[O:5])[C:2]([CH3:20])([CH3:4])[CH3:3]. (2) Given the reactants [NH2:1][C:2]1[N:7]=[C:6]([C:8]2[CH:13]=[CH:12][CH:11]=[CH:10][CH:9]=2)[C:5]([C:14]2[CH:15]=[CH:16][C:17](=[O:23])[N:18]([CH:20]([CH3:22])[CH3:21])[N:19]=2)=[CH:4][N:3]=1.[C:24](Cl)(=[O:26])[CH3:25], predict the reaction product. The product is: [CH:20]([N:18]1[C:17](=[O:23])[CH:16]=[CH:15][C:14]([C:5]2[C:6]([C:8]3[CH:9]=[CH:10][CH:11]=[CH:12][CH:13]=3)=[N:7][C:2]([NH:1][C:24](=[O:26])[CH3:25])=[N:3][CH:4]=2)=[N:19]1)([CH3:21])[CH3:22]. (3) Given the reactants Cl[C:2]1[CH:3]=[C:4]([CH:8]=[C:9]([N:11]([CH3:16])[S:12]([CH3:15])(=[O:14])=[O:13])[N:10]=1)[C:5]([OH:7])=[O:6].Cl.[CH3:18][O:19][CH2:20][CH2:21][NH:22][CH2:23][C@@H:24]1[CH2:26][C@H:25]1[CH3:27].P([O-])([O-])([O-])=O.[K+].[K+].[K+], predict the reaction product. The product is: [CH3:18][O:19][CH2:20][CH2:21][N:22]([CH2:23][C@@H:24]1[CH2:26][C@H:25]1[CH3:27])[C:2]1[CH:3]=[C:4]([CH:8]=[C:9]([N:11]([CH3:16])[S:12]([CH3:15])(=[O:14])=[O:13])[N:10]=1)[C:5]([OH:7])=[O:6]. (4) The product is: [CH2:5]([O:4][C:2]([N:11]1[C:10](=[O:12])[CH:9]2[CH2:13][CH:14]=[CH:15][CH2:16][CH:8]2[C:7]1=[O:17])=[O:3])[CH3:6]. Given the reactants Cl[C:2]([O:4][CH2:5][CH3:6])=[O:3].[C:7]1(=[O:17])[NH:11][C:10](=[O:12])[CH:9]2[CH2:13][CH:14]=[CH:15][CH2:16][CH:8]12.C(N(CC)CC)C.CO, predict the reaction product. (5) Given the reactants Br[C:2]1[CH:3]=[C:4]2[C:8](=[CH:9][C:10]=1[NH:11][C:12]([C:14]1[C:23](=[O:24])[C:22]3[C:17](=[CH:18][CH:19]=[CH:20][CH:21]=3)[NH:16][CH:15]=1)=[O:13])[NH:7][CH:6]=[CH:5]2.[C:25]1(B(O)O)[CH:30]=[CH:29][CH:28]=[CH:27][CH:26]=1.C([O-])([O-])=O.[K+].[K+], predict the reaction product. The product is: [O:24]=[C:23]1[C:22]2[C:17](=[CH:18][CH:19]=[CH:20][CH:21]=2)[NH:16][CH:15]=[C:14]1[C:12]([NH:11][C:10]1[CH:9]=[C:8]2[C:4](=[CH:5][CH:6]=[N:7]2)[CH2:3][C:2]=1[C:25]1[CH:30]=[CH:29][CH:28]=[CH:27][CH:26]=1)=[O:13]. (6) Given the reactants NC1C=C2C(=CC=1)N=CC=C2.[CH:12]1[CH:17]=[C:16]2[C:18]([N:20](CC=O)[C:21](=[O:22])[C:15]2=[CH:14][CH:13]=1)=[O:19].C(O[BH-](OC(=O)C)OC(=O)C)(=O)C.[Na+].C(=O)([O-])O.[Na+], predict the reaction product. The product is: [C:21]1(=[O:22])[NH:20][C:18](=[O:19])[C:16]2=[CH:17][CH:12]=[CH:13][CH:14]=[C:15]12. (7) Given the reactants [OH:1][CH2:2][C:3]1[CH:8]=[CH:7][C:6]([CH:9]([C:20]([NH:22][C:23]2[CH:24]=[C:25]3[C:30](=[CH:31][CH:32]=2)[CH:29]=[N:28][CH:27]=[CH:26]3)=[O:21])[CH2:10][N:11]([CH3:19])[C:12](=[O:18])[O:13][C:14]([CH3:17])([CH3:16])[CH3:15])=[CH:5][CH:4]=1.C(Cl)CCl.[CH3:37][C:38]1[CH:46]=[C:45]([CH3:47])[CH:44]=[CH:43][C:39]=1[C:40](O)=[O:41], predict the reaction product. The product is: [CH3:37][C:38]1[CH:46]=[C:45]([CH3:47])[CH:44]=[CH:43][C:39]=1[C:40]([O:1][CH2:2][C:3]1[CH:4]=[CH:5][C:6]([CH:9]([CH2:10][N:11]([C:12]([O:13][C:14]([CH3:15])([CH3:17])[CH3:16])=[O:18])[CH3:19])[C:20]([NH:22][C:23]2[CH:24]=[C:25]3[C:30](=[CH:31][CH:32]=2)[CH:29]=[N:28][CH:27]=[CH:26]3)=[O:21])=[CH:7][CH:8]=1)=[O:41]. (8) Given the reactants [CH3:1][NH:2][CH2:3][CH2:4][OH:5].[CH3:6][O:7][CH2:8][CH2:9]Br, predict the reaction product. The product is: [CH3:1][N:2]([CH2:3][CH2:4][OH:5])[CH2:9][CH2:8][O:7][CH3:6]. (9) Given the reactants OS(O)(=O)=O.O=P12OP3(OP(OP(O3)(O1)=O)(=O)O2)=O.[F:20][C:21]1[CH:26]=[CH:25][CH:24]=[CH:23][C:22]=1[C:27]1([C:33]([CH:35]([C:41]([O:43][CH2:44][CH3:45])=[O:42])[C:36](OCC)=[O:37])=[O:34])[CH2:32][CH2:31][O:30][CH2:29][CH2:28]1, predict the reaction product. The product is: [F:20][C:21]1[CH:26]=[CH:25][CH:24]=[C:23]2[C:22]=1[C:27]1([CH2:32][CH2:31][O:30][CH2:29][CH2:28]1)[C:33](=[O:34])[C:35]([C:41]([O:43][CH2:44][CH3:45])=[O:42])=[C:36]2[OH:37]. (10) Given the reactants [CH2:1]([N:5]1[C:9](=[O:10])[C:8]2([CH2:15][CH2:14][CH2:13]N[CH2:11]2)[N:7]([CH2:16][CH2:17][C:18]2[CH:23]=[CH:22][C:21]([O:24][CH3:25])=[CH:20][CH:19]=2)[C:6]1=[O:26])[CH:2]([CH3:4])[CH3:3].[CH2:27](N(CC)CC)[CH3:28].[CH3:34][O:35][C:36](=[O:47])[CH:37]([C:39]1[CH:44]=[CH:43][CH:42]=[C:41](CBr)[CH:40]=1)[CH3:38], predict the reaction product. The product is: [CH3:34][O:35][C:36](=[O:47])[CH:37]([C:39]1[CH:40]=[CH:41][C:42]([CH2:27][CH:28]2[CH2:13][CH2:14][CH2:15][C:8]3([N:7]([CH2:16][CH2:17][C:18]4[CH:19]=[CH:20][C:21]([O:24][CH3:25])=[CH:22][CH:23]=4)[C:6](=[O:26])[N:5]([CH2:1][CH:2]([CH3:3])[CH3:4])[C:9]3=[O:10])[CH2:11]2)=[CH:43][CH:44]=1)[CH3:38].